Dataset: Full USPTO retrosynthesis dataset with 1.9M reactions from patents (1976-2016). Task: Predict the reactants needed to synthesize the given product. (1) Given the product [CH3:3][CH:2]([C:4]1[S:8][CH:7]=[N:6][C:5]=1[C:9]([OH:11])=[O:10])[CH3:1], predict the reactants needed to synthesize it. The reactants are: [CH3:1][CH:2]([C:4]1[S:8][CH:7]=[N:6][C:5]=1[C:9]([O:11]C)=[O:10])[CH3:3].[OH-].[Na+]. (2) Given the product [NH2:4][C:5]1[C:6]([N+:17]([O-:19])=[O:18])=[C:7]([CH:13]=[CH:14][C:15]=1[Cl:16])[C:8]([O:10][CH2:11][CH3:12])=[O:9], predict the reactants needed to synthesize it. The reactants are: C([NH:4][C:5]1[C:6]([N+:17]([O-:19])=[O:18])=[C:7]([CH:13]=[CH:14][C:15]=1[Cl:16])[C:8]([O:10][CH2:11][CH3:12])=[O:9])(=O)C.S(=O)(=O)(O)O. (3) Given the product [CH2:1]([C:4]1[N:8]([CH2:9][C:10]2[CH:27]=[CH:26][C:13]3/[C:14](=[CH:23]/[C:24]([NH2:25])=[O:32])/[C:15]4[CH:22]=[CH:21][CH:20]=[CH:19][C:16]=4[CH2:17][CH2:18][C:12]=3[CH:11]=2)[C:7]2[CH:28]=[CH:29][CH:30]=[CH:31][C:6]=2[N:5]=1)[CH2:2][CH3:3], predict the reactants needed to synthesize it. The reactants are: [CH2:1]([C:4]1[N:8]([CH2:9][C:10]2[CH:27]=[CH:26][C:13]3/[C:14](=[CH:23]/[C:24]#[N:25])/[C:15]4[CH:22]=[CH:21][CH:20]=[CH:19][C:16]=4[CH2:17][CH2:18][C:12]=3[CH:11]=2)[C:7]2[CH:28]=[CH:29][CH:30]=[CH:31][C:6]=2[N:5]=1)[CH2:2][CH3:3].[OH-:32].[Na+].O. (4) Given the product [Cl:35][CH2:36][O:15][C:14](=[O:16])[C@H:9]([C@H:10]([CH2:12][CH3:13])[CH3:11])[NH:8][C:1]([O:3][C:4]([CH3:5])([CH3:7])[CH3:6])=[O:2], predict the reactants needed to synthesize it. The reactants are: [C:1]([NH:8][C@H:9]([C:14]([OH:16])=[O:15])[C@H:10]([CH2:12][CH3:13])[CH3:11])([O:3][C:4]([CH3:7])([CH3:6])[CH3:5])=[O:2].[OH-].C([N+](CCCC)(CCCC)CCCC)CCC.[Cl:35][CH2:36]I. (5) The reactants are: Cl.[CH:2]([O:5][CH:6]1[CH2:11][CH2:10][NH:9][CH2:8][CH2:7]1)([CH3:4])[CH3:3].C(N(CC)CC)C.[O:19]=[C:20]1[C:29]2[C:24](=[CH:25][CH:26]=[CH:27][CH:28]=2)[C:23]([CH2:30][C:31]2[CH:36]=[CH:35][N:34]=[C:33]([C:37](O)=[O:38])[CH:32]=2)=[N:22][NH:21]1.F[P-](F)(F)(F)(F)F.N1(OC(N(C)C)=[N+](C)C)C2C=CC=CC=2N=N1. Given the product [CH3:3][CH:2]([O:5][CH:6]1[CH2:11][CH2:10][N:9]([C:37]([C:33]2[CH:32]=[C:31]([CH2:30][C:23]3[C:24]4[C:29](=[CH:28][CH:27]=[CH:26][CH:25]=4)[C:20](=[O:19])[NH:21][N:22]=3)[CH:36]=[CH:35][N:34]=2)=[O:38])[CH2:8][CH2:7]1)[CH3:4], predict the reactants needed to synthesize it. (6) Given the product [CH3:1][C:2]1([CH3:23])[O:3][CH2:4][C:5]2([C:13]3[C:8](=[CH:9][C:10]([N:14]4[CH2:15][CH2:16][O:17][CH2:18][CH2:19]4)=[CH:11][CH:12]=3)[NH:7][CH2:6]2)[CH2:21][O:22]1, predict the reactants needed to synthesize it. The reactants are: [CH3:1][C:2]1([CH3:23])[O:22][CH2:21][C:5]2([C:13]3[C:8](=[CH:9][C:10]([N:14]4[CH2:19][CH2:18][O:17][CH2:16][CH2:15]4)=[CH:11][CH:12]=3)[NH:7][C:6]2=O)[CH2:4][O:3]1.[H-].COCCO[Al+]OCCOC.[Na+].[H-].[OH-].[Na+]. (7) Given the product [Cl:1][C:2]1[CH:7]=[CH:6][C:5](=[O:21])[N:4]2[CH:22]([C:27]3[CH:32]=[CH:31][CH:30]=[C:29]([F:33])[CH:28]=3)[NH:23][C:24](=[O:25])[C:3]=12, predict the reactants needed to synthesize it. The reactants are: [Cl:1][C:2]1[CH:7]=[C:6](NC2N=CN=C(NC(C3CC3)=O)C=2)[C:5](=[O:21])[N:4]2[C:22]([C:27]3[CH:32]=[CH:31][CH:30]=[C:29]([F:33])[CH:28]=3)(C)[NH:23][C:24](=[O:25])[C:3]=12.FC1C=C(C=CC=1)C=O.